This data is from Reaction yield outcomes from USPTO patents with 853,638 reactions. The task is: Predict the reaction yield, written as a fraction of the theoretical maximum amount of product (1.0 means a 100% yield; for example, 0.34 means a 34% yield). (1) The reactants are [N:1]1([CH:10]([NH:14][C:15](OC2C=CC=CC=2)=[O:16])[C:11](O)=[O:12])C2C=CC=CC=2N=N1.[C:24](Cl)(=[O:28])[C:25](Cl)=O.[NH2:30][C:31]1[C:36]([CH3:37])=[CH:35][CH:34]=[CH:33][C:32]=1[C:38]([C:40]1[CH:45]=[CH:44][CH:43]=[C:42]([F:46])[CH:41]=1)=O.N.[CH3:48]O.[CH2:50]1[CH2:54]O[CH2:52][CH2:51]1. The catalyst is CN(C=O)C.CCOCC.CCCCCC. The product is [F:46][C:42]1[CH:41]=[C:40]([C:38]2[C:32]3[CH:33]=[CH:34][CH:35]=[C:36]([CH3:37])[C:31]=3[NH:30][C:11](=[O:12])[CH:10]([NH:14][C:15](=[O:16])[O:28][CH2:24][C:25]3[CH:48]=[CH:54][CH:50]=[CH:51][CH:52]=3)[N:1]=2)[CH:45]=[CH:44][CH:43]=1. The yield is 0.417. (2) The product is [CH3:46][O:45][C:43](=[O:44])[C:42]1[CH:47]=[CH:48][CH:49]=[C:40]([CH2:39][O:29][C:26]2[CH:25]=[CH:24][C:23]([C:22]([N:15]3[C:16]4[C:21](=[CH:20][CH:19]=[CH:18][CH:17]=4)[C@H:12]([N:8]([C:9](=[O:11])[CH3:10])[C:5]4[CH:4]=[CH:3][C:2]([Cl:1])=[CH:7][CH:6]=4)[CH2:13][C@@H:14]3[CH3:31])=[O:30])=[CH:28][CH:27]=2)[CH:41]=1. The catalyst is CN(C=O)C. The reactants are [Cl:1][C:2]1[CH:7]=[CH:6][C:5]([N:8]([C@H:12]2[C:21]3[C:16](=[CH:17][CH:18]=[CH:19][CH:20]=3)[N:15]([C:22](=[O:30])[C:23]3[CH:28]=[CH:27][C:26]([OH:29])=[CH:25][CH:24]=3)[C@@H:14]([CH3:31])[CH2:13]2)[C:9](=[O:11])[CH3:10])=[CH:4][CH:3]=1.C([O-])([O-])=O.[Cs+].[Cs+].Br[CH2:39][C:40]1[CH:41]=[C:42]([CH:47]=[CH:48][CH:49]=1)[C:43]([O:45][CH3:46])=[O:44]. The yield is 0.540. (3) The reactants are [C:1]([C:3]1[C:4]([CH2:21][CH:22]([CH3:24])[CH3:23])=[N:5][C:6]([CH3:20])=[C:7]([C:12]=1[C:13]1[CH:18]=[CH:17][C:16]([CH3:19])=[CH:15][CH:14]=1)[C:8]([O:10][CH3:11])=[O:9])#[N:2].N.O1CCCC1. The catalyst is [Ni].CO. The product is [NH2:2][CH2:1][C:3]1[C:4]([CH2:21][CH:22]([CH3:24])[CH3:23])=[N:5][C:6]([CH3:20])=[C:7]([C:12]=1[C:13]1[CH:14]=[CH:15][C:16]([CH3:19])=[CH:17][CH:18]=1)[C:8]([O:10][CH3:11])=[O:9]. The yield is 0.950. (4) The reactants are [NH2:1][C:2]1[CH:3]=[CH:4][C:5]([F:18])=[C:6]([C@:8]2([CH3:17])[C@@H:14]([F:15])[CH2:13][O:12][CH2:11][C:10]([NH2:16])=[N:9]2)[CH:7]=1.[O:19]1[CH2:23][CH2:22][C:21](=O)[CH2:20]1. No catalyst specified. The product is [F:15][C@H:14]1[CH2:13][O:12][CH2:11][C:10]([NH2:16])=[N:9][C@@:8]1([C:6]1[CH:7]=[C:2]([NH:1][CH:21]2[CH2:22][CH2:23][O:19][CH2:20]2)[CH:3]=[CH:4][C:5]=1[F:18])[CH3:17]. The yield is 0.447. (5) The reactants are [CH3:1][C:2]1[N:29]=[C:5]2[NH:6][C:7](=[O:28])[C:8]([CH2:13][C:14]3[CH:19]=[CH:18][C:17]([C:20]4[C:21]([C:26]#[N:27])=[CH:22][CH:23]=[CH:24][CH:25]=4)=[CH:16][CH:15]=3)=[C:9]([CH2:10][CH2:11][CH3:12])[N:4]2[N:3]=1.Br[CH2:31][C:32](=[O:37])[C:33]([CH3:36])([CH3:35])[CH3:34].C(=O)([O-])[O-].[K+].[K+].CN(C)C=O. The catalyst is C(OCC)(=O)C. The product is [CH3:34][C:33]([CH3:36])([CH3:35])[C:32](=[O:37])[CH2:31][N:6]1[C:7](=[O:28])[C:8]([CH2:13][C:14]2[CH:19]=[CH:18][C:17]([C:20]3[C:21]([C:26]#[N:27])=[CH:22][CH:23]=[CH:24][CH:25]=3)=[CH:16][CH:15]=2)=[C:9]([CH2:10][CH2:11][CH3:12])[N:4]2[N:3]=[C:2]([CH3:1])[N:29]=[C:5]12. The yield is 0.150. (6) The reactants are [S:1]1[C:5]([C:6]2[N:14]3[C:9]([CH:10]=[CH:11][CH:12]=[CH:13]3)=[CH:8][C:7]=2[CH2:15][OH:16])=[CH:4][N:3]=[CH:2]1. The catalyst is O=[Mn]=O. The product is [S:1]1[C:5]([C:6]2[N:14]3[C:9]([CH:10]=[CH:11][CH:12]=[CH:13]3)=[CH:8][C:7]=2[CH:15]=[O:16])=[CH:4][N:3]=[CH:2]1. The yield is 0.680.